Dataset: Full USPTO retrosynthesis dataset with 1.9M reactions from patents (1976-2016). Task: Predict the reactants needed to synthesize the given product. (1) Given the product [N:18]1[CH:19]=[CH:20][C:15]([C:4]2[S:5][C:6]([C:9]3[CH:14]=[CH:13][N:12]=[CH:11][CH:10]=3)=[C:7]([CH3:8])[C:3]=2[CH2:2][F:27])=[CH:16][CH:17]=1, predict the reactants needed to synthesize it. The reactants are: O[CH2:2][C:3]1[C:7]([CH3:8])=[C:6]([C:9]2[CH:14]=[CH:13][N:12]=[CH:11][CH:10]=2)[S:5][C:4]=1[C:15]1[CH:20]=[CH:19][N:18]=[CH:17][CH:16]=1.CCN(S(F)(F)[F:27])CC. (2) Given the product [C:42]([C:39]1([NH:38][C:33]([C@@H:27]2[CH2:28][C@@H:29]([F:32])[CH2:30][CH2:31][C@H:26]2[C:15]2[N:16]=[C:17]([C:19]3[CH:20]=[N:21][CH:22]=[C:23]([F:25])[CH:24]=3)[S:18][C:14]=2[C:11]2[CH:12]=[CH:13][C:8]([N:5]3[CH2:6][CH2:7][S:2](=[O:1])(=[O:36])[CH2:3][CH2:4]3)=[CH:9][CH:10]=2)=[O:34])[CH2:41][CH2:40]1)#[N:43], predict the reactants needed to synthesize it. The reactants are: [O:1]=[S:2]1(=[O:36])[CH2:7][CH2:6][N:5]([C:8]2[CH:13]=[CH:12][C:11]([C:14]3[S:18][C:17]([C:19]4[CH:20]=[N:21][CH:22]=[C:23]([F:25])[CH:24]=4)=[N:16][C:15]=3[C@@H:26]3[CH2:31][CH2:30][C@H:29]([F:32])[CH2:28][C@H:27]3[C:33](O)=[O:34])=[CH:10][CH:9]=2)[CH2:4][CH2:3]1.Cl.[NH2:38][C:39]1([C:42]#[N:43])[CH2:41][CH2:40]1.CCN(C(C)C)C(C)C. (3) The reactants are: C(OC([NH:8][C@H:9]([C:18]([O:20][CH3:21])=[O:19])[CH2:10][C:11]1[CH:16]=[CH:15][C:14]([OH:17])=[CH:13][CH:12]=1)=O)(C)(C)C.C1(P(C2C=CC=CC=2)C2C=CC=CC=2)C=CC=CC=1.[N:41]1[C:50]2[NH:49][CH2:48][CH2:47][CH2:46][C:45]=2[CH:44]=[CH:43][C:42]=1[CH2:51][CH2:52]O.C1CCN(C(N=NC(N2CCCCC2)=O)=O)CC1.C1(P(=O)(C2C=CC=CC=2)C2C=CC=CC=2)C=CC=CC=1. Given the product [N:41]1[C:50]2[NH:49][CH2:48][CH2:47][CH2:46][C:45]=2[CH:44]=[CH:43][C:42]=1[CH2:51][CH2:52][O:17][C:14]1[CH:13]=[CH:12][C:11]([CH2:10][C@@H:9]([C:18]([O:20][CH3:21])=[O:19])[NH2:8])=[CH:16][CH:15]=1, predict the reactants needed to synthesize it. (4) The reactants are: [CH3:1][O:2][C:3](=[O:12])[C:4]1[CH:9]=[CH:8][CH:7]=[C:6](I)[C:5]=1[NH2:11].[C:13]([C:15]1[CH:20]=[CH:19][C:18]([C:21]2[CH:26]=[CH:25][CH:24]=[CH:23][CH:22]=2)=[CH:17][CH:16]=1)#[CH:14]. Given the product [CH3:1][O:2][C:3](=[O:12])[C:4]1[CH:9]=[CH:8][CH:7]=[C:6]([C:14]#[C:13][C:15]2[CH:20]=[CH:19][C:18]([C:21]3[CH:26]=[CH:25][CH:24]=[CH:23][CH:22]=3)=[CH:17][CH:16]=2)[C:5]=1[NH2:11], predict the reactants needed to synthesize it. (5) The reactants are: [F:1][C:2]([F:7])([F:6])[C:3]([OH:5])=[O:4].[F:8][C:9]([F:14])([F:13])[C:10]([OH:12])=[O:11].FC(F)(F)C(O)=O.[Cl:22][C:23]1[CH:24]=[N:25][C:26]2[NH:27][C:28]3[CH:29]=[N:30][CH:31]=[C:32]([CH:53]=3)[CH2:33][CH2:34][C:35]3[CH:43]=[C:39]([NH:40][C:41]=1[N:42]=2)[CH:38]=[CH:37][C:36]=3[NH:44][C:45](=[O:52])[CH2:46][C@@H:47]1[CH2:51][CH2:50][NH:49][CH2:48]1.[C:54]([C:57]1[N:58]=[N:59][NH:60][CH:61]=1)(O)=[O:55]. Given the product [F:1][C:2]([F:7])([F:6])[C:3]([OH:5])=[O:4].[F:8][C:9]([F:14])([F:13])[C:10]([OH:12])=[O:11].[Cl:22][C:23]1[CH:24]=[N:25][C:26]2[NH:27][C:28]3[CH:29]=[N:30][CH:31]=[C:32]([CH:53]=3)[CH2:33][CH2:34][C:35]3[CH:43]=[C:39]([NH:40][C:41]=1[N:42]=2)[CH:38]=[CH:37][C:36]=3[NH:44][C:45](=[O:52])[CH2:46][C@@H:47]1[CH2:51][CH2:50][N:49]([C:54]([C:57]2[N:58]=[N:59][NH:60][CH:61]=2)=[O:55])[CH2:48]1, predict the reactants needed to synthesize it. (6) The reactants are: [F-:1].[CH2:2]([N+:6]([CH2:15][CH2:16][CH2:17][CH3:18])([CH2:11][CH2:12][CH2:13][CH3:14])[CH2:7][CH2:8][CH2:9][CH3:10])[CH2:3][CH2:4][CH3:5].[CH2:19]1[CH2:23][O:22][CH2:21][CH2:20]1. Given the product [F-:1].[CH2:15]([N+:6]([CH2:2][CH2:3][CH2:4][CH3:5])([CH2:7][CH2:8][CH2:9][CH3:10])[CH2:11][CH2:12][CH2:13][CH3:14])[CH2:16][CH2:17][CH3:18].[CH2:19]1[CH2:23][O:22][CH2:21][CH2:20]1, predict the reactants needed to synthesize it. (7) Given the product [NH2:30][C@H:28]1[C@@H:27]([S:47]([CH2:53][CH2:51][O:52][CH3:58])(=[O:49])=[O:46])[C@@H:26]([CH3:43])[CH2:25][C@@H:24]([C:23]2[CH:22]=[CH:21][N:20]=[CH:19][C:18]=2[NH:17][C:15](=[O:16])[C:13]2[CH:12]=[CH:11][C:10]([F:44])=[C:9]([C:3]3[C:2]([F:1])=[CH:7][CH:6]=[CH:5][C:4]=3[F:8])[N:14]=2)[CH2:29]1, predict the reactants needed to synthesize it. The reactants are: [F:1][C:2]1[CH:7]=[CH:6][CH:5]=[C:4]([F:8])[C:3]=1[C:9]1[N:14]=[C:13]([C:15]([NH:17][C:18]2[CH:19]=[N:20][CH:21]=[CH:22][C:23]=2[C@H:24]2[CH2:29][C@@H:28]([NH:30]C(=O)OC(C)(C)C)[C@@H:27](SCCOC)[C@@H:26]([CH3:43])[CH2:25]2)=[O:16])[CH:12]=[CH:11][C:10]=1[F:44].O[O:46][S:47]([O-:49])=O.[K+].[C:51](O)([C:53](F)(F)F)=[O:52].[CH2:58](Cl)Cl. (8) Given the product [Cl:1][C:2]1[CH:30]=[CH:29][CH:28]=[C:27]([Cl:31])[C:3]=1[C:4]([NH:6][C@H:7]([C:23]([OH:25])=[O:24])[CH2:8][C:9]1[CH:14]=[CH:13][C:12]([C:46]2[CH2:47][CH2:48][O:49][CH2:50][CH:51]=2)=[CH:11][CH:10]=1)=[O:5], predict the reactants needed to synthesize it. The reactants are: [Cl:1][C:2]1[CH:30]=[CH:29][CH:28]=[C:27]([Cl:31])[C:3]=1[C:4]([NH:6][C@H:7]([C:23]([O:25]C)=[O:24])[CH2:8][C:9]1[CH:14]=[CH:13][C:12](OS(C(F)(F)F)(=O)=O)=[CH:11][CH:10]=1)=[O:5].C(=O)([O-])[O-].[K+].[K+].CC1(C)C(C)(C)OB([C:46]2[CH2:47][CH2:48][O:49][CH2:50][CH:51]=2)O1.